This data is from Forward reaction prediction with 1.9M reactions from USPTO patents (1976-2016). The task is: Predict the product of the given reaction. (1) Given the reactants [OH:1][C:2]1[CH:7]=[CH:6][C:5]([C:8]2[C:9]([CH2:21][NH:22][C:23]3[CH:28]=[CH:27][CH:26]=[CH:25][C:24]=3[O:29][CH3:30])=[C:10]3[C:15](=[CH:16][CH:17]=2)[NH:14][C:13]([CH3:19])([CH3:18])[CH:12]=[C:11]3[CH3:20])=[C:4]([O:31][CH3:32])[CH:3]=1.C(N(CC)CC)C.[C:40](Cl)(=[O:43])[O:41][CH3:42], predict the reaction product. The product is: [CH3:32][O:31][C:4]1[CH:3]=[C:2]([O:1][C:40]([O:41][CH3:42])=[O:43])[CH:7]=[CH:6][C:5]=1[C:8]1[C:9]([CH2:21][NH:22][C:23]2[CH:28]=[CH:27][CH:26]=[CH:25][C:24]=2[O:29][CH3:30])=[C:10]2[C:15](=[CH:16][CH:17]=1)[NH:14][C:13]([CH3:19])([CH3:18])[CH:12]=[C:11]2[CH3:20]. (2) Given the reactants [CH3:1][C:2]1[N:3]([CH2:11][C:12]2[N:13]=[C:14]([C:17]3[CH:22]=[CH:21][CH:20]=[CH:19][CH:18]=3)[S:15][CH:16]=2)[C:4]([CH3:10])=[CH:5][C:6]=1[C:7](O)=[O:8].Cl.[NH2:24][CH2:25][C:26]1[CH:27]=[C:28]2[C:33](=[CH:34][CH:35]=1)[C:32]([NH2:36])=[N:31][CH:30]=[CH:29]2.C1C=CC2N(O)N=NC=2C=1.C(N(CC)CC)C.CCN=C=NCCCN(C)C.Cl, predict the reaction product. The product is: [NH2:36][C:32]1[C:33]2[C:28](=[CH:27][C:26]([CH2:25][NH:24][C:7]([C:6]3[CH:5]=[C:4]([CH3:10])[N:3]([CH2:11][C:12]4[N:13]=[C:14]([C:17]5[CH:18]=[CH:19][CH:20]=[CH:21][CH:22]=5)[S:15][CH:16]=4)[C:2]=3[CH3:1])=[O:8])=[CH:35][CH:34]=2)[CH:29]=[CH:30][N:31]=1. (3) Given the reactants [C:1]([O:10][CH2:11][CH3:12])(=[O:9])[C:2]#[C:3][C:4]([O:6]CC)=O.C([O-])([O-])=O.[K+].[K+].Cl.[CH:20]1([CH2:26][NH:27][NH2:28])[CH2:25][CH2:24][CH2:23][CH2:22][CH2:21]1.Cl, predict the reaction product. The product is: [CH:20]1([CH2:26][N:27]2[C:4]([OH:6])=[CH:3][C:2]([C:1]([O:10][CH2:11][CH3:12])=[O:9])=[N:28]2)[CH2:25][CH2:24][CH2:23][CH2:22][CH2:21]1. (4) Given the reactants [CH3:1][NH:2][C:3]1[C:8]([NH2:9])=[CH:7][C:6]([C:10]([F:13])([F:12])[F:11])=[CH:5][N:4]=1.[CH2:14]([S:16][C:17]1[N:18]([C:23](O)=O)NC=[CH:21][CH:22]=1)[CH3:15].CCN=C=NCCC[N:34]([CH3:36])C.Cl.C1C=CC2N([OH:47])N=NC=2C=1, predict the reaction product. The product is: [CH3:1][NH:2][C:3]1[C:8]([NH:9][C:21]([C:22]2[C:17]([S:16][CH2:14][CH3:15])=[N:18][CH:23]=[CH:36][N:34]=2)=[O:47])=[CH:7][C:6]([C:10]([F:13])([F:11])[F:12])=[CH:5][N:4]=1. (5) Given the reactants C([O:3][C:4]([C@@H:6]1[CH2:14][C:13]2[C:8](=[CH:9][CH:10]=[CH:11][CH:12]=2)[N:7]1[C:15](=[O:33])[CH2:16][NH:17][C:18]([C:20]1([NH:25][C:26]([O:28][C:29]([CH3:32])([CH3:31])[CH3:30])=[O:27])[CH2:24][CH2:23][CH2:22][CH2:21]1)=[O:19])=[O:5])C.O[Li].O, predict the reaction product. The product is: [C:29]([O:28][C:26]([NH:25][C:20]1([C:18]([NH:17][CH2:16][C:15]([N:7]2[C:8]3[C:13](=[CH:12][CH:11]=[CH:10][CH:9]=3)[CH2:14][C@H:6]2[C:4]([OH:5])=[O:3])=[O:33])=[O:19])[CH2:21][CH2:22][CH2:23][CH2:24]1)=[O:27])([CH3:32])([CH3:30])[CH3:31]. (6) The product is: [C:17]([NH:16][C:10]1[CH:11]=[C:12]([F:15])[CH:13]=[CH:14][C:9]=1[NH:8][C:6]1[C:5]([Cl:21])=[CH:4][N:3]=[C:2]([NH:50][C:51]2[CH:52]=[C:53]([CH:57]=[CH:58][C:59]=2[C:60]#[N:61])[C:54]([NH2:56])=[O:55])[N:7]=1)(=[O:20])[CH:18]=[CH2:19]. Given the reactants Cl[C:2]1[N:7]=[C:6]([NH:8][C:9]2[CH:14]=[CH:13][C:12]([F:15])=[CH:11][C:10]=2[NH:16][C:17](=[O:20])[CH:18]=[CH2:19])[C:5]([Cl:21])=[CH:4][N:3]=1.NC1C=CC(F)=CC=1NC(=O)C=C.ClC1N=C(Cl)C(Cl)=CN=1.C(=O)([O-])[O-].[Na+].[Na+].[NH2:50][C:51]1[CH:52]=[C:53]([CH:57]=[CH:58][C:59]=1[C:60]#[N:61])[C:54]([NH2:56])=[O:55].C1(P(N(C)C)C2C=CC=CC=2)C=CC=CC=1.CN(C1C(C2C(P(C3CCCCC3)C3CCCCC3)=CC=CC=2)=CC=CC=1)C, predict the reaction product. (7) Given the reactants [F:1][CH:2]([F:16])[C@H:3]1[CH2:8][C@H:7]([OH:9])[C@H:6]([NH:10]C(=O)C)[C@@H:5]([OH:14])[C@@H:4]1[OH:15].[OH-].[Na+], predict the reaction product. The product is: [NH2:10][C@H:6]1[C@@H:7]([OH:9])[CH2:8][C@H:3]([CH:2]([F:1])[F:16])[C@@H:4]([OH:15])[C@@H:5]1[OH:14]. (8) Given the reactants [O:1]([CH2:8][CH2:9][NH:10][C:11]([NH2:13])=[O:12])[C:2]1[CH:7]=[CH:6][CH:5]=[CH:4][CH:3]=1.[Li]CCCC.[Cl:19][C:20]1[CH:21]=[C:22]([N:27]=[C:28]=[S:29])[CH:23]=[CH:24][C:25]=1[Cl:26].C([O-])(O)=O.[Na+], predict the reaction product. The product is: [Cl:19][C:20]1[CH:21]=[C:22]([NH:27][C:28]([N:10]([CH2:9][CH2:8][O:1][C:2]2[CH:7]=[CH:6][CH:5]=[CH:4][CH:3]=2)[C:11]([NH2:13])=[O:12])=[S:29])[CH:23]=[CH:24][C:25]=1[Cl:26]. (9) The product is: [ClH:47].[ClH:47].[C:1]([C:5]1[N:10]=[C:9]([NH:11][CH2:12][CH2:13][CH2:14][O:15][CH3:16])[C:8]([C:17]([N:19]([C@H:20]2[CH2:25][C@@H:24]([C:26]([N:28]3[CH2:33][CH2:32][C:31]([OH:35])([CH3:34])[CH2:30][CH2:29]3)=[O:27])[CH2:23][NH:22][CH2:21]2)[CH2:43][CH:44]([CH3:46])[CH3:45])=[O:18])=[CH:7][N:6]=1)([CH3:2])([CH3:3])[CH3:4]. Given the reactants [C:1]([C:5]1[N:10]=[C:9]([NH:11][CH2:12][CH2:13][CH2:14][O:15][CH3:16])[C:8]([C:17]([N:19]([CH2:43][CH:44]([CH3:46])[CH3:45])[C@H:20]2[CH2:25][C@@H:24]([C:26]([N:28]3[CH2:33][CH2:32][C:31]([OH:35])([CH3:34])[CH2:30][CH2:29]3)=[O:27])[CH2:23][N:22](C(OC(C)(C)C)=O)[CH2:21]2)=[O:18])=[CH:7][N:6]=1)([CH3:4])([CH3:3])[CH3:2].[ClH:47].CO, predict the reaction product. (10) Given the reactants [C:1]([O:5][C:6](=[O:38])[NH:7][C@:8]12[CH2:34][CH2:33][C@@H:32]([C:35]([CH3:37])=[CH2:36])[C@@H:9]1[C@@H:10]1[C@@:23]([CH3:26])([CH2:24][CH2:25]2)[C@@:22]2([CH3:27])[C@@H:13]([C@:14]3([CH3:31])[C@@H:19]([CH2:20][CH2:21]2)[C:18]([CH3:29])([CH3:28])[C:17](=[O:30])[CH2:16][CH2:15]3)[CH2:12][CH2:11]1)([CH3:4])([CH3:3])[CH3:2].C[Si]([N-][Si](C)(C)C)(C)C.[K+].[F:49][C:50]([F:69])([F:68])[S:51](N(C1C=CC=CC=1)[S:51]([C:50]([F:69])([F:68])[F:49])(=[O:53])=[O:52])(=[O:53])=[O:52], predict the reaction product. The product is: [F:49][C:50]([F:69])([F:68])[S:51]([O:30][C:17]1[C:18]([CH3:28])([CH3:29])[C@H:19]2[C@:14]([CH3:31])([CH2:15][CH:16]=1)[C@@H:13]1[C@:22]([CH3:27])([C@@:23]3([CH3:26])[C@H:10]([CH2:11][CH2:12]1)[C@H:9]1[C@H:32]([C:35]([CH3:37])=[CH2:36])[CH2:33][CH2:34][C@:8]1([NH:7][C:6]([O:5][C:1]([CH3:2])([CH3:3])[CH3:4])=[O:38])[CH2:25][CH2:24]3)[CH2:21][CH2:20]2)(=[O:53])=[O:52].